Dataset: Experimentally validated miRNA-target interactions with 360,000+ pairs, plus equal number of negative samples. Task: Binary Classification. Given a miRNA mature sequence and a target amino acid sequence, predict their likelihood of interaction. (1) The miRNA is hsa-miR-6811-3p with sequence AGCCUGUGCUUGUCCCUGCAG. The protein sequence of the target gene is MSFEGGHGGSRCRGAESGDAEPPPQPPPPPPPTPPPGEPAPVPAAPRYLPPLPASPETPERAAGPSEPLGEVAPRCRGADELPPPPLPLQPAGQEVAAAGDSGEGPRRLPEAAAAKGGPGESEAGAGGERERRGAGDQPETRSVCSSRSSSSGGGDQRAGHQHQHHQPICKICFQGAEQGELLNPCRCDGSVRYTHQLCLLKWISERGSWTCELCCYRYHVIAIKMKQPCQWQSISITLVEKVQMIAVILGSLFLIASVTWLLWSAFSPYAVWQRKDILFQICYGMYGFMDLVCIGLIVH.... Result: 0 (no interaction). (2) The miRNA is mmu-miR-344d-3p with sequence GAUAUAACCACUGCCAGACUGA. The protein sequence of the target gene is MSSLGGGSQDAGGSSSSSNTNSSSGSGQKAGGTDKSTAVAATTAPTSVADDAPPPERRNKSGIISEPLNKSLRRSRPLSHYSSFGSSGGGGSMMGVESADKAAAAAASLLANGHDLAAAMAVDKSNPTSKHKSGAVASLLSKAERATELAAEGQLTLQQFAQSTEMLKRVVQEHLPLMSEAGAGLPDMEAVAGAEALNGQSDFPYLGAFPINPGLFIMTPAGVFLAESALHMAGLAEYPMQGELASAISSGKKKRKRCGMCAPCRRRINCEQCSSCRNRKTGHQICKFRKCEELKKKPSA.... Result: 1 (interaction).